Predict the product of the given reaction. From a dataset of Forward reaction prediction with 1.9M reactions from USPTO patents (1976-2016). (1) Given the reactants C([O:5][C:6](=[O:44])[CH2:7][CH2:8][C:9]([NH:28][C:29](=[O:43])[CH2:30][CH2:31][NH:32][C:33]([O:35][CH2:36][C:37]1[CH:42]=[CH:41][CH:40]=[CH:39][CH:38]=1)=[O:34])([CH2:19][CH2:20][C:21]([O:23]C(C)(C)C)=[O:22])[CH2:10][CH2:11][C:12]([O:14]C(C)(C)C)=[O:13])(C)(C)C, predict the reaction product. The product is: [CH2:36]([O:35][C:33]([NH:32][CH2:31][CH2:30][C:29]([NH:28][C:9]([CH2:10][CH2:11][C:12]([OH:14])=[O:13])([CH2:19][CH2:20][C:21]([OH:23])=[O:22])[CH2:8][CH2:7][C:6]([OH:44])=[O:5])=[O:43])=[O:34])[C:37]1[CH:38]=[CH:39][CH:40]=[CH:41][CH:42]=1. (2) Given the reactants [CH:1]([C:3]1([OH:9])[CH2:8][CH2:7][O:6][CH2:5][CH2:4]1)=[CH2:2].[H-].[Na+].S(OC)(O[CH3:16])(=O)=O.[NH4+].[Cl-], predict the reaction product. The product is: [CH3:16][O:9][C:3]1([CH:1]=[CH2:2])[CH2:8][CH2:7][O:6][CH2:5][CH2:4]1. (3) The product is: [C:10]([C:6]1[CH:7]=[CH:8][CH:9]=[C:4]([N+:1]([O-:3])=[O:2])[CH:5]=1)#[CH:11]. Given the reactants [N+:1]([C:4]1[CH:5]=[C:6]([C:10]#[C:11][Si](C)(C)C)[CH:7]=[CH:8][CH:9]=1)([O-:3])=[O:2].CCCC[N+](CCCC)(CCCC)CCCC.[F-].O, predict the reaction product.